Dataset: Catalyst prediction with 721,799 reactions and 888 catalyst types from USPTO. Task: Predict which catalyst facilitates the given reaction. (1) Reactant: [CH2:1]([N:3]([CH2:51][CH3:52])[CH2:4][CH2:5][O:6][C:7]1[C:12]([C:13]2[CH:14]=[N:15][C:16]([NH:28][C:29]([NH:31][CH2:32][CH3:33])=[O:30])=[CH:17][C:18]=2[C:19]2[S:20][CH:21]=[C:22]([C:24]([F:27])([F:26])[F:25])[N:23]=2)=[CH:11][C:10]([C:34]2[O:38][C:37]([C@@H:39]([NH:43]C(=O)OC(C)(C)C)[CH:40]([CH3:42])[CH3:41])=[N:36][N:35]=2)=[CH:9][N:8]=1)[CH3:2].[ClH:53]. Product: [ClH:53].[NH2:43][CH:39]([C:37]1[O:38][C:34]([C:10]2[CH:11]=[C:12]([C:13]3[CH:14]=[N:15][C:16]([NH:28][C:29]([NH:31][CH2:32][CH3:33])=[O:30])=[CH:17][C:18]=3[C:19]3[S:20][CH:21]=[C:22]([C:24]([F:25])([F:27])[F:26])[N:23]=3)[C:7]([O:6][CH2:5][CH2:4][N:3]([CH2:51][CH3:52])[CH2:1][CH3:2])=[N:8][CH:9]=2)=[N:35][N:36]=1)[CH:40]([CH3:41])[CH3:42]. The catalyst class is: 71. (2) Reactant: [CH2:1]([O:3][C:4]([C:6]1[C:7]2[O:14][C:13]([C:15]([O:17]CC3C=CC=CC=3)=[O:16])=[C:12]([NH:25][C:26]3[CH:31]=[CH:30][C:29]([Si:32]([CH3:35])([CH3:34])[CH3:33])=[CH:28][C:27]=3[F:36])[C:8]=2[CH:9]=[N:10][CH:11]=1)=[O:5])[CH3:2]. Product: [CH2:1]([O:3][C:4]([C:6]1[C:7]2[O:14][C:13]([C:15]([OH:17])=[O:16])=[C:12]([NH:25][C:26]3[CH:31]=[CH:30][C:29]([Si:32]([CH3:35])([CH3:34])[CH3:33])=[CH:28][C:27]=3[F:36])[C:8]=2[CH:9]=[N:10][CH:11]=1)=[O:5])[CH3:2]. The catalyst class is: 78. (3) Reactant: Br[C:2]1[CH:9]=[CH:8][C:5]([C:6]#[N:7])=[CH:4][C:3]=1[F:10].C([O-])(=O)C.[K+].[B:16]1([B:16]2[O:20][C:19]([CH3:22])([CH3:21])[C:18]([CH3:24])([CH3:23])[O:17]2)[O:20][C:19]([CH3:22])([CH3:21])[C:18]([CH3:24])([CH3:23])[O:17]1. Product: [F:10][C:3]1[CH:4]=[C:5]([CH:8]=[CH:9][C:2]=1[B:16]1[O:20][C:19]([CH3:22])([CH3:21])[C:18]([CH3:24])([CH3:23])[O:17]1)[C:6]#[N:7]. The catalyst class is: 710.